Dataset: Reaction yield outcomes from USPTO patents with 853,638 reactions. Task: Predict the reaction yield, written as a fraction of the theoretical maximum amount of product (1.0 means a 100% yield; for example, 0.34 means a 34% yield). The reactants are [N:1]1([CH:11]2[CH2:16][CH2:15][N:14]([C:17]([O:19][C:20]([CH3:23])([CH3:22])[CH3:21])=[O:18])[CH2:13][CH2:12]2)[C:10]2[C:5](=[CH:6][CH:7]=[CH:8][CH:9]=2)[CH2:4][CH2:3][CH2:2]1.C1C(=O)N([Br:31])C(=O)C1.O. The catalyst is CN(C=O)C. The product is [Br:31][C:7]1[CH:6]=[C:5]2[C:10](=[CH:9][CH:8]=1)[N:1]([CH:11]1[CH2:12][CH2:13][N:14]([C:17]([O:19][C:20]([CH3:23])([CH3:22])[CH3:21])=[O:18])[CH2:15][CH2:16]1)[CH2:2][CH2:3][CH2:4]2. The yield is 0.804.